This data is from Full USPTO retrosynthesis dataset with 1.9M reactions from patents (1976-2016). The task is: Predict the reactants needed to synthesize the given product. (1) Given the product [CH3:1][Si:2]([CH3:38])([CH3:39])[CH2:3][CH2:4][O:5][CH2:6][N:7]([CH2:30][O:31][CH2:32][CH2:33][Si:34]([CH3:36])([CH3:35])[CH3:37])[C:8]1[N:13]2[N:14]=[CH:15][C:16]([I:17])=[C:12]2[N:11]=[C:10]([CH:95]2[CH2:90][CH2:91][CH2:92][CH:93]([CH2:96][C:97]([O:99][CH2:100][CH3:101])=[O:98])[CH2:94]2)[CH:9]=1, predict the reactants needed to synthesize it. The reactants are: [CH3:1][Si:2]([CH3:39])([CH3:38])[CH2:3][CH2:4][O:5][CH2:6][N:7]([CH2:30][O:31][CH2:32][CH2:33][Si:34]([CH3:37])([CH3:36])[CH3:35])[C:8]1[N:13]2[N:14]=[CH:15][C:16]([I:17])=[C:12]2[N:11]=[C:10](C2CCC(CC(OCC)=O)CC2)[CH:9]=1.C[Si](C)(C)CCOCN(COCC[Si](C)(C)C)C1N2N=CC=C2N=C(C2CCC(CC#N)C2)C=1.C[Si](C)(C)CCOCN(COCC[Si](C)(C)C)C1N2N=CC=C2N=C([CH:90]2[CH2:95][CH2:94][CH:93]([CH2:96][C:97]([O:99][CH2:100][CH3:101])=[O:98])[CH2:92][CH2:91]2)C=1. (2) Given the product [Cl:18][C:19]1[CH:24]=[CH:23][C:22]([C:2]2[CH:3]=[N:4][CH:5]=[C:6]3[C:11]=2[N:10]=[C:9]([C:12]([NH:14][CH2:15][CH2:16][OH:17])=[O:13])[CH:8]=[CH:7]3)=[CH:21][CH:20]=1, predict the reactants needed to synthesize it. The reactants are: Br[C:2]1[CH:3]=[N:4][CH:5]=[C:6]2[C:11]=1[N:10]=[C:9]([C:12]([NH:14][CH2:15][CH2:16][OH:17])=[O:13])[CH:8]=[CH:7]2.[Cl:18][C:19]1[CH:24]=[CH:23][C:22](B(O)O)=[CH:21][CH:20]=1. (3) Given the product [N+:23]([C:26]1[CH:27]=[CH:28][C:29]([C:30]([O:32][C@@:33]([C:34]2[N:3]=[N:2][N:1]([CH2:4][C:5]3[CH:14]=[C:13]4[C:8]([C:9]([C:17]5[CH:22]=[CH:21][CH:20]=[CH:19][CH:18]=5)=[CH:10][C:11]([C:15]#[N:16])=[N:12]4)=[CH:7][CH:6]=3)[CH:35]=2)([C:36]([F:37])([F:38])[F:39])[CH2:40][CH3:41])=[O:31])=[CH:42][CH:43]=1)([O-:25])=[O:24], predict the reactants needed to synthesize it. The reactants are: [N:1]([CH2:4][C:5]1[CH:14]=[C:13]2[C:8]([C:9]([C:17]3[CH:22]=[CH:21][CH:20]=[CH:19][CH:18]=3)=[CH:10][C:11]([C:15]#[N:16])=[N:12]2)=[CH:7][CH:6]=1)=[N+:2]=[N-:3].[N+:23]([C:26]1[CH:43]=[CH:42][C:29]([C:30]([O:32][C:33]([CH2:40][CH3:41])([C:36]([F:39])([F:38])[F:37])[C:34]#[CH:35])=[O:31])=[CH:28][CH:27]=1)([O-:25])=[O:24].C(N(C(C)C)CC)(C)C. (4) Given the product [Cl:60][C:58]1[CH:40]=[CH:39][C:38]([CH:27]2[CH2:55][CH2:54][N:53]([C:4](=[O:6])[C@:3]([C@H:7]([C:18]3[CH:23]=[CH:22][CH:21]=[CH:20][C:19]=3[O:24][CH3:25])[C:8]3[C:17]4[C:12](=[CH:13][CH:14]=[CH:15][CH:16]=4)[CH:11]=[CH:10][CH:9]=3)([CH3:26])[C:1]#[N:2])[CH2:56][CH2:57]2)=[CH:37][C:36]=1[C:47]([F:48])([F:49])[F:50], predict the reactants needed to synthesize it. The reactants are: [C:1]([C@:3]([CH3:26])([C@H:7]([C:18]1[CH:23]=[CH:22][CH:21]=[CH:20][C:19]=1[O:24][CH3:25])[C:8]1[C:17]2[C:12](=[CH:13][CH:14]=[CH:15][CH:16]=2)[CH:11]=[CH:10][CH:9]=1)[C:4]([OH:6])=O)#[N:2].[C:27](Cl)(=O)C(Cl)=O.Cl.ClC1[CH:40]=[CH:39][C:38](N2C=CC=CC2)=[CH:37][C:36]=1[C:47]([F:50])([F:49])[F:48].C([N:53]([CH2:56][CH3:57])[CH2:54][CH3:55])C.[CH2:58]([Cl:60])Cl. (5) Given the product [Cl:17][C:18]1[CH:23]=[CH:22][C:21]([O:24][CH2:4][CH2:3][C@H:2]([OH:1])[CH3:16])=[C:20]([O:25][C:26]2[CH:31]=[CH:30][CH:29]=[CH:28][CH:27]=2)[CH:19]=1, predict the reactants needed to synthesize it. The reactants are: [OH:1][C@H:2]([CH3:16])[CH2:3][CH2:4]OS(C1C=CC(C)=CC=1)(=O)=O.[Cl:17][C:18]1[CH:23]=[CH:22][C:21]([OH:24])=[C:20]([O:25][C:26]2[CH:31]=[CH:30][CH:29]=[CH:28][CH:27]=2)[CH:19]=1. (6) Given the product [Cl:1][C:2]1[C:10]([F:11])=[C:9]([F:12])[CH:8]=[CH:7][C:3]=1[C:4]([NH2:15])=[O:5], predict the reactants needed to synthesize it. The reactants are: [Cl:1][C:2]1[C:10]([F:11])=[C:9]([F:12])[CH:8]=[CH:7][C:3]=1[C:4](O)=[O:5].Cl.C[N:15](C)CCCN=C=NCC.ON1C2C=CC=CC=2N=N1.N. (7) Given the product [NH2:12][CH2:11][C:10]1[CH:13]=[CH:14][C:7]([O:6][C:5]2[CH:15]=[CH:16][C:2]([Cl:1])=[CH:3][C:4]=2[NH:17][C:18]2[C:27]3[C:22](=[N:23][C:24]([CH3:28])=[CH:25][CH:26]=3)[N:21]=[CH:20][CH:19]=2)=[CH:8][CH:9]=1, predict the reactants needed to synthesize it. The reactants are: [Cl:1][C:2]1[CH:16]=[CH:15][C:5]([O:6][C:7]2[CH:14]=[CH:13][C:10]([C:11]#[N:12])=[CH:9][CH:8]=2)=[C:4]([NH:17][C:18]2[C:27]3[C:22](=[N:23][C:24]([CH3:28])=[CH:25][CH:26]=3)[N:21]=[CH:20][CH:19]=2)[CH:3]=1.[H-].[Al+3].[Li+].[H-].[H-].[H-]. (8) Given the product [N:26]1[CH:27]=[CH:28][C:23]([O:22][C:2]2[N:6]3[CH:7]=[C:8]([C:11]4[CH:16]=[CH:15][C:14]([O:17][C:18]([F:21])([F:20])[F:19])=[CH:13][CH:12]=4)[CH:9]=[CH:10][C:5]3=[N:4][N:3]=2)=[CH:24][CH:25]=1, predict the reactants needed to synthesize it. The reactants are: Cl[C:2]1[N:6]2[CH:7]=[C:8]([C:11]3[CH:16]=[CH:15][C:14]([O:17][C:18]([F:21])([F:20])[F:19])=[CH:13][CH:12]=3)[CH:9]=[CH:10][C:5]2=[N:4][N:3]=1.[OH:22][C:23]1[CH:28]=[CH:27][N:26]=[CH:25][CH:24]=1.C(=O)([O-])[O-].[K+].[K+]. (9) The reactants are: [N:1]1([S:7]([NH:10][C:11](=[O:26])[C:12]2[CH:17]=[CH:16][CH:15]=[N:14][C:13]=2[N:18]2[CH2:22][C@@H:21]([CH3:23])[CH2:20][C:19]2([CH3:25])[CH3:24])(=[O:9])=[O:8])[CH2:6][CH2:5][NH:4][CH2:3][CH2:2]1.[Cl:27][C:28]1[CH:33]=[CH:32][C:31]([CH2:34][CH2:35][CH:36]=O)=[CH:30][CH:29]=1.C(O[BH-](OC(=O)C)OC(=O)C)(=O)C.[Na+]. Given the product [Cl:27][C:28]1[CH:33]=[CH:32][C:31]([CH2:34][CH2:35][CH2:36][N:4]2[CH2:5][CH2:6][N:1]([S:7]([NH:10][C:11]([C:12]3[C:13]([N:18]4[CH2:22][C@@H:21]([CH3:23])[CH2:20][C:19]4([CH3:25])[CH3:24])=[N:14][CH:15]=[CH:16][CH:17]=3)=[O:26])(=[O:8])=[O:9])[CH2:2][CH2:3]2)=[CH:30][CH:29]=1, predict the reactants needed to synthesize it. (10) Given the product [CH:1]([O:4][CH:11]1[CH2:12][CH2:13][S:7](=[O:9])(=[O:8])[CH2:10]1)([CH3:3])[CH3:2], predict the reactants needed to synthesize it. The reactants are: [CH:1]([OH:4])([CH3:3])[CH3:2].[OH-].[K+].[S:7]1([CH2:13][CH:12]=[CH:11][CH2:10]1)(=[O:9])=[O:8].Cl.